Dataset: Catalyst prediction with 721,799 reactions and 888 catalyst types from USPTO. Task: Predict which catalyst facilitates the given reaction. Reactant: [CH3:1][O:2][C:3](=[O:22])[CH:4](P(OC)(OC)=O)[NH:5][C:6]([O:8][CH2:9][C:10]1[CH:15]=[CH:14][CH:13]=[CH:12][CH:11]=1)=[O:7].C1CCN2C(=NCCC2)CC1.[F:34][C:35]([F:41])([F:40])[CH2:36][CH2:37][CH:38]=O. Product: [F:34][C:35]([F:41])([F:40])[CH2:36][CH2:37]/[CH:38]=[C:4](/[NH:5][C:6]([O:8][CH2:9][C:10]1[CH:11]=[CH:12][CH:13]=[CH:14][CH:15]=1)=[O:7])\[C:3]([O:2][CH3:1])=[O:22]. The catalyst class is: 2.